This data is from Full USPTO retrosynthesis dataset with 1.9M reactions from patents (1976-2016). The task is: Predict the reactants needed to synthesize the given product. Given the product [NH2:9][C:7]1[CH:6]=[CH:5][C:4]([P:12](=[O:19])([O:16][CH2:17][CH3:18])[O:13][CH2:14][CH3:15])=[C:3]([O:2][CH3:1])[CH:8]=1, predict the reactants needed to synthesize it. The reactants are: [CH3:1][O:2][C:3]1[CH:8]=[C:7]([N+:9]([O-])=O)[CH:6]=[CH:5][C:4]=1[P:12](=[O:19])([O:16][CH2:17][CH3:18])[O:13][CH2:14][CH3:15].